This data is from Reaction yield outcomes from USPTO patents with 853,638 reactions. The task is: Predict the reaction yield, written as a fraction of the theoretical maximum amount of product (1.0 means a 100% yield; for example, 0.34 means a 34% yield). (1) The reactants are [C:1]([O:5][C:6]([C:8]1([S:14]([N:17]2[CH2:22][CH2:21][CH:20]([OH:23])[CH2:19][CH2:18]2)(=[O:16])=[O:15])[CH2:13][CH2:12][O:11][CH2:10][CH2:9]1)=[O:7])([CH3:4])([CH3:3])[CH3:2].[H-].[Na+].I[CH2:27][CH2:28][CH2:29][CH2:30][CH2:31][CH2:32][CH3:33]. The catalyst is O1CCCC1. The product is [C:1]([O:5][C:6]([C:8]1([S:14]([N:17]2[CH2:22][CH2:21][CH:20]([O:23][CH2:27][CH2:28][CH2:29][CH2:30][CH2:31][CH2:32][CH3:33])[CH2:19][CH2:18]2)(=[O:16])=[O:15])[CH2:13][CH2:12][O:11][CH2:10][CH2:9]1)=[O:7])([CH3:4])([CH3:2])[CH3:3]. The yield is 0.200. (2) The reactants are [Br:1][C:2]1[O:6][C:5]([CH:7]=O)=[CH:4][CH:3]=1.[NH:9]1[CH2:14][CH2:13][O:12][CH2:11][CH2:10]1.C(O[BH-](OC(=O)C)OC(=O)C)(=O)C.[Na+].C(=O)(O)[O-].[Na+]. The catalyst is C1COCC1.C(O)(=O)C. The product is [Br:1][C:2]1[O:6][C:5]([CH2:7][N:9]2[CH2:14][CH2:13][O:12][CH2:11][CH2:10]2)=[CH:4][CH:3]=1. The yield is 0.840. (3) The reactants are [N+:1]([C:4]1[CH:14]=[CH:13][C:7]([O:8][CH2:9][C:10]([OH:12])=O)=[CH:6][CH:5]=1)([O-:3])=[O:2].Cl.C([N:18](CC)[CH2:19][CH3:20])C.CC[N:25]=C=NCCCN(C)C.Cl.C(N(C(C)C)CC)(C)C. The catalyst is C1COCC1. The product is [N+:1]([C:4]1[CH:5]=[CH:6][C:7]([O:8][CH2:9][C:10]2[O:12][N:25]=[C:19]([CH3:20])[N:18]=2)=[CH:13][CH:14]=1)([O-:3])=[O:2]. The yield is 0.600.